From a dataset of Forward reaction prediction with 1.9M reactions from USPTO patents (1976-2016). Predict the product of the given reaction. (1) Given the reactants O1CCCCC1[O:7][CH2:8][CH2:9][O:10][C:11]1[CH:12]=[CH:13][C:14]([N:17]2[CH:21]=[CH:20][C:19]([CH:22]([C:24]3[CH:41]=[CH:40][C:27]4[N:28](COCC[Si](C)(C)C)[C:29](=[O:31])[S:30][C:26]=4[CH:25]=3)[CH3:23])=[N:18]2)=[N:15][CH:16]=1.FC(F)(F)C(O)=O.[OH-].[Na+].[Cl-].[NH4+].CC1CCCO1, predict the reaction product. The product is: [OH:7][CH2:8][CH2:9][O:10][C:11]1[CH:12]=[CH:13][C:14]([N:17]2[CH:21]=[CH:20][C:19]([CH:22]([C:24]3[CH:41]=[CH:40][C:27]4[NH:28][C:29](=[O:31])[S:30][C:26]=4[CH:25]=3)[CH3:23])=[N:18]2)=[N:15][CH:16]=1. (2) Given the reactants [Cl:1][C:2]1[CH:3]=[C:4]([N:18]2[C:23](=[O:24])[NH:22][C:21](=[O:25])[CH:20]=[N:19]2)[CH:5]=[C:6]([Cl:17])[C:7]=1[O:8][C:9]1[CH:14]=[CH:13][C:12]([O:15][CH3:16])=[CH:11][CH:10]=1.C1N2CN3CN(C2)CN1C3.FC(F)(F)[C:38](O)=[O:39], predict the reaction product. The product is: [Cl:1][C:2]1[CH:3]=[C:4]([N:18]2[C:23](=[O:24])[NH:22][C:21](=[O:25])[CH:20]=[N:19]2)[CH:5]=[C:6]([Cl:17])[C:7]=1[O:8][C:9]1[CH:14]=[CH:13][C:12]([O:15][CH3:16])=[C:11]([CH:38]=[O:39])[CH:10]=1. (3) Given the reactants [N:1]1([CH2:6][CH2:7][CH2:8][CH2:9][C:10]2[CH:25]=[CH:24][C:13]([O:14][CH2:15][C:16]3[O:17][CH:18]=[C:19]([C:21]([OH:23])=O)[N:20]=3)=[CH:12][CH:11]=2)[CH:5]=[CH:4][N:3]=[N:2]1.[NH2:26][C:27]1[CH:37]=[CH:36][C:30]2[O:31][C:32]([F:35])([F:34])[O:33][C:29]=2[CH:28]=1, predict the reaction product. The product is: [F:35][C:32]1([F:34])[O:31][C:30]2[CH:36]=[CH:37][C:27]([NH:26][C:21]([C:19]3[N:20]=[C:16]([CH2:15][O:14][C:13]4[CH:12]=[CH:11][C:10]([CH2:9][CH2:8][CH2:7][CH2:6][N:1]5[CH:5]=[CH:4][N:3]=[N:2]5)=[CH:25][CH:24]=4)[O:17][CH:18]=3)=[O:23])=[CH:28][C:29]=2[O:33]1.